Dataset: Catalyst prediction with 721,799 reactions and 888 catalyst types from USPTO. Task: Predict which catalyst facilitates the given reaction. (1) Reactant: [CH2:1]([C@:3]([OH:18])([C@H:9]([C:11]1[CH:16]=[CH:15][CH:14]=[CH:13][C:12]=1[F:17])O)[C:4]([O:6][CH2:7][CH3:8])=[O:5])[CH3:2].S(=O)(=O)(O)O.C([O-])(=O)C.[Na+]. Product: [F:17][C:12]1[CH:13]=[CH:14][CH:15]=[CH:16][C:11]=1[CH2:9][C@@:3]([OH:18])([CH2:1][CH3:2])[C:4]([O:6][CH2:7][CH3:8])=[O:5]. The catalyst class is: 331. (2) Reactant: [Cl:1][C:2]1[CH:3]=[C:4]2[C:10]([C:11]3[N:16]=[C:15](S(C)=O)[C:14]([F:20])=[CH:13][N:12]=3)=[CH:9][N:8]([S:21]([C:24]3[CH:30]=[CH:29][C:27]([CH3:28])=[CH:26][CH:25]=3)(=[O:23])=[O:22])[C:5]2=[N:6][CH:7]=1.[NH2:31][CH2:32][C@@H:33]1[CH2:38][CH2:37][CH2:36][CH2:35][C@H:34]1[NH:39][C:40](=[O:46])[O:41][C:42]([CH3:45])([CH3:44])[CH3:43]. Product: [Cl:1][C:2]1[CH:3]=[C:4]2[C:10]([C:11]3[N:16]=[C:15]([NH:31][CH2:32][C@@H:33]4[CH2:38][CH2:37][CH2:36][CH2:35][C@H:34]4[NH:39][C:40](=[O:46])[O:41][C:42]([CH3:44])([CH3:43])[CH3:45])[C:14]([F:20])=[CH:13][N:12]=3)=[CH:9][N:8]([S:21]([C:24]3[CH:30]=[CH:29][C:27]([CH3:28])=[CH:26][CH:25]=3)(=[O:23])=[O:22])[C:5]2=[N:6][CH:7]=1. The catalyst class is: 1. (3) Reactant: C[N:2](/[CH:4]=[N:5]\[C:6](=O)[C:7]1[CH:12]=[C:11]([CH3:13])[C:10]([C:14]2[CH:15]=[N:16][C:17]3[NH:22][CH2:21][C:20](=[O:23])[N:19]([CH2:24][C@H:25]4[CH2:30][CH2:29][C@H:28]([O:31][CH3:32])[CH2:27][CH2:26]4)[C:18]=3[N:33]=2)=[CH:9][N:8]=1)C.C(O)(=O)C.[NH2:39]N. Product: [CH3:32][O:31][C@H:28]1[CH2:29][CH2:30][C@H:25]([CH2:24][N:19]2[C:18]3=[N:33][C:14]([C:10]4[CH:9]=[N:8][C:7]([C:6]5[N:5]=[CH:4][NH:2][N:39]=5)=[CH:12][C:11]=4[CH3:13])=[CH:15][N:16]=[C:17]3[NH:22][CH2:21][C:20]2=[O:23])[CH2:26][CH2:27]1. The catalyst class is: 6. (4) Reactant: [C:1]([O:9][C:10]([N:12]1[CH2:17][CH2:16][CH:15]([N:18]2[CH2:23][CH2:22][N:21]([C:24](OC(C)(C)C)=O)[CH2:20][C:19]2=[O:31])[CH2:14][CH2:13]1)=[O:11])(=O)[C:2]1[CH:7]=[CH:6][CH:5]=[CH:4][CH:3]=1. Product: [CH3:24][N:21]1[CH2:22][CH2:23][N:18]([CH:15]2[CH2:16][CH2:17][N:12]([C:10]([O:9][CH2:1][C:2]3[CH:7]=[CH:6][CH:5]=[CH:4][CH:3]=3)=[O:11])[CH2:13][CH2:14]2)[C:19](=[O:31])[CH2:20]1. The catalyst class is: 330. (5) Reactant: [C:1]([N:4]1[CH2:9][CH2:8][CH:7]([C:10]2[C:11]3[CH:21]=[CH:20][CH:19]=[C:18]([C:22]([F:25])([F:24])[F:23])[C:12]=3[S:13][C:14]=2C(O)=O)[CH2:6][CH2:5]1)(=[O:3])[CH3:2].N1C2C(=CC=CC=2)C=CC=1. Product: [F:25][C:22]([F:23])([F:24])[C:18]1[C:12]2[S:13][CH:14]=[C:10]([CH:7]3[CH2:6][CH2:5][N:4]([C:1](=[O:3])[CH3:2])[CH2:9][CH2:8]3)[C:11]=2[CH:21]=[CH:20][CH:19]=1. The catalyst class is: 13. (6) Product: [CH2:24]([C:21]1[CH:22]=[CH:23][C:18]([O:17][C@H:15]([CH3:16])[CH2:14][CH2:13][O:12][C:9]2[CH:10]=[CH:11][C:6]([CH2:5][CH2:4][C:3]([OH:36])=[O:2])=[C:7]([CH3:35])[CH:8]=2)=[C:19]([C:26](=[N:33][OH:34])[C:27]2[CH:28]=[CH:29][CH:30]=[CH:31][CH:32]=2)[CH:20]=1)[CH3:25]. Reactant: C[O:2][C:3](=[O:36])[CH2:4][CH2:5][C:6]1[CH:11]=[CH:10][C:9]([O:12][CH2:13][CH2:14][C@H:15]([O:17][C:18]2[CH:23]=[CH:22][C:21]([CH2:24][CH3:25])=[CH:20][C:19]=2[C:26](=[N:33][OH:34])[C:27]2[CH:32]=[CH:31][CH:30]=[CH:29][CH:28]=2)[CH3:16])=[CH:8][C:7]=1[CH3:35]. The catalyst class is: 5. (7) Reactant: [CH2:1]([O:3][C:4]([C:6]1[CH:7]=[C:8]([C:15]([OH:17])=O)[N:9]2[CH2:14][CH2:13][O:12][CH2:11][C:10]=12)=[O:5])[CH3:2].ON1C2C=CC=CC=2N=N1.Cl.C(N=C=NCCCN(C)C)C.[F:40][C:41]1[CH:46]=[CH:45][C:44]([C@H:47]([NH2:49])[CH3:48])=[CH:43][CH:42]=1. Product: [CH2:1]([O:3][C:4]([C:6]1[CH:7]=[C:8]([C:15](=[O:17])[NH:49][C@@H:47]([C:44]2[CH:45]=[CH:46][C:41]([F:40])=[CH:42][CH:43]=2)[CH3:48])[N:9]2[CH2:14][CH2:13][O:12][CH2:11][C:10]=12)=[O:5])[CH3:2]. The catalyst class is: 35. (8) Reactant: [C:1]1([C:21]2[CH:26]=[CH:25][CH:24]=[CH:23][CH:22]=2)[CH:6]=[CH:5][C:4]([CH2:7][C@H:8]([NH:13]C(=O)OC(C)(C)C)[C:9]([NH:11][CH3:12])=[O:10])=[CH:3][CH:2]=1.C(O)(C(F)(F)F)=O. Product: [NH2:13][C@@H:8]([CH2:7][C:4]1[CH:5]=[CH:6][C:1]([C:21]2[CH:26]=[CH:25][CH:24]=[CH:23][CH:22]=2)=[CH:2][CH:3]=1)[C:9]([NH:11][CH3:12])=[O:10]. The catalyst class is: 2. (9) Reactant: [C:1]([C:5]1[CH:9]=[C:8]([NH:10][C:11]([O:13]C2C=CC=CC=2)=O)[N:7]([CH2:20][C:21]([O:23][CH2:24][CH3:25])=[O:22])[N:6]=1)([CH3:4])([CH3:3])[CH3:2].[CH3:26][O:27][C:28]1[CH:29]=[C:30]2[C:35](=[CH:36][C:37]=1[O:38][CH2:39][CH2:40][O:41][CH3:42])[N:34]=[CH:33][N:32]=[C:31]2[O:43][C:44]1[CH:45]=[C:46]([CH:48]=[CH:49][CH:50]=1)[NH2:47].C(N(CC)C(C)C)(C)C. Product: [C:1]([C:5]1[CH:9]=[C:8]([NH:10][C:11]([NH:47][C:46]2[CH:48]=[CH:49][CH:50]=[C:44]([O:43][C:31]3[C:30]4[C:35](=[CH:36][C:37]([O:38][CH2:39][CH2:40][O:41][CH3:42])=[C:28]([O:27][CH3:26])[CH:29]=4)[N:34]=[CH:33][N:32]=3)[CH:45]=2)=[O:13])[N:7]([CH2:20][C:21]([O:23][CH2:24][CH3:25])=[O:22])[N:6]=1)([CH3:2])([CH3:3])[CH3:4]. The catalyst class is: 1. (10) Reactant: O=P(Cl)(Cl)[Cl:3].[C:6]([CH2:9][S:10][C:11]1[CH:19]=[CH:18][CH:17]=[CH:16][C:12]=1[C:13](O)=O)(O)=[O:7].[CH3:20][N+:21]([CH3:24])=[CH:22][Cl:23].[Cl-:25]. Product: [CH3:20][N+:21]([CH3:24])=[CH:22][Cl:23].[Cl-:3].[Cl:25][C:13]1[C:12]2[CH:16]=[CH:17][CH:18]=[CH:19][C:11]=2[S:10][C:9]=1[CH:6]=[O:7]. The catalyst class is: 3.